This data is from Experimentally validated miRNA-target interactions with 360,000+ pairs, plus equal number of negative samples. The task is: Binary Classification. Given a miRNA mature sequence and a target amino acid sequence, predict their likelihood of interaction. (1) The miRNA is hsa-miR-6734-3p with sequence CCCUUCCCUCACUCUUCUCUCAG. The protein sequence of the target gene is MHKHQHCCKCPECYEVTRLAALRRLEPPGYGDWQVPDPYGPGGGNGASAGYGGYSSQTLPSQAGATPTPRTKAKLIPTGRDVGPVPPKPVPGKSTPKLNGSGPSWWPECTCTNRDWYEQVNGSDGMFKYEEIVLERGNSGLGFSIAGGIDNPHVPDDPGIFITKIIPGGAAAMDGRLGVNDCVLRVNEVDVSEVVHSRAVEALKEAGPVVRLVVRRRQPPPETIMEVNLLKGPKGLGFSIAGGIGNQHIPGDNSIYITKIIEGGAAQKDGRLQIGDRLLAVNNTNLQDVRHEEAVASLKN.... Result: 0 (no interaction). (2) Result: 0 (no interaction). The miRNA is hsa-miR-554 with sequence GCUAGUCCUGACUCAGCCAGU. The protein sequence of the target gene is MQAKKRYFILLSAGSCLALLFYFGGLQFRASRSHSRREEHSGRNGLHHPSPDHFWPRFPDALRPFVPWDQLENEDSSVHISPRQKRDANSSIYKGKKCRMESCFDFTLCKKNGFKVYVYPQQKGEKIAESYQNILAAIEGSRFYTSDPSQACLFVLSLDTLDRDQLSPQYVHNLRSKVQSLHLWNNGRNHLIFNLYSGTWPDYTEDVGFDIGQAMLAKASISTENFRPNFDVSIPLFSKDHPRTGGERGFLKFNTIPPLRKYMLVFKGKRYLTGIGSDTRNALYHVHNGEDVVLLTTCKH.... (3) The miRNA is mmu-miR-196a-5p with sequence UAGGUAGUUUCAUGUUGUUGGG. The protein sequence of the target gene is MKEMSANTMLDSQRQQKHYGITSPISLACPKEIDHIYTQKLIDAMKPFGVFEDEEELNHRLVVLGKLNNLVKEWISDISESKNLPPSVVATVGGKIFTFGSYRLGVHTKGADIDALCVAPRHVERSDFFQSFFEKLKHQDGIRNLRAVEDAFVPVIKFEFDGIEIDLVFARLAIQTISDNLDLRDDSRLRSLDIRCIRSLNGCRVTDEILHLVPNKETFRLTLRAVKLWAKRRGIYSNMLGFLGGVSWAMLVARTCQLYPNAAASTLVHKFFLVFSKWEWPNPVLLKQPEESNLNLPVWD.... Result: 0 (no interaction). (4) The miRNA is hsa-miR-196b-5p with sequence UAGGUAGUUUCCUGUUGUUGGG. The protein sequence of the target gene is MAGGGGDLSTRRLNECISPVANEMNHLPAHSHDLQRMFTEDQGVDDRLLYDIVFKHFKRNKVEISNAIKKTFPFLEGLRDRDLITNKMFEDSQDSCRNLVPVQRVVYNVLSELEKTFNLPVLEALFSDVNMQEYPDLIHIYKGFENVIHDKLPLQESEEEEREERSGLQLSLEQGTGENSFRSLTWPPSGSPSHAGTTPPENGLSEHPCETEQINAKRKDTTSDKDDSLGSQQTNEQCAQKAEPTESCEQIAVQVNNGDAGREMPCPLPCDEESPEAELHNHGIQINSCSVRLVDIKKEK.... Result: 1 (interaction).